From a dataset of Reaction yield outcomes from USPTO patents with 853,638 reactions. Predict the reaction yield, written as a fraction of the theoretical maximum amount of product (1.0 means a 100% yield; for example, 0.34 means a 34% yield). (1) The catalyst is CCO.[Pd]. The product is [F:1][C:2]1[CH:3]=[C:4]([C:8]2[CH:9]=[N:10][CH:11]=[C:12]([NH2:15])[C:13]=2[NH2:14])[CH:5]=[N:6][CH:7]=1. The reactants are [F:1][C:2]1[CH:3]=[C:4]([C:8]2[CH:9]=[N:10][CH:11]=[C:12]([N+:15]([O-])=O)[C:13]=2[NH2:14])[CH:5]=[N:6][CH:7]=1. The yield is 1.00. (2) The reactants are CCN(C(C)C)C(C)C.[F:10][C:11]1[CH:16]=[CH:15][C:14]([C:17]2[O:18][C:19]3[CH:29]=[CH:28][C:27]([C:30]4[CH:31]=[C:32]([CH:42]=[CH:43][CH:44]=4)[C:33]([NH:35][C:36]([CH3:41])([CH3:40])[C:37](O)=[O:38])=[O:34])=[CH:26][C:20]=3[C:21]=2[C:22](=[O:25])[NH:23][CH3:24])=[CH:13][CH:12]=1.[S:45]1[CH:49]=[N:48][N:47]=[C:46]1[NH2:50].[H-].[Na+]. The catalyst is CN(C=O)C. The product is [S:45]1[CH:49]=[N:48][N:47]=[C:46]1[NH:50][C:37](=[O:38])[C:36]([NH:35][C:33]([C:32]1[CH:31]=[C:30]([C:27]2[CH:28]=[CH:29][C:19]3[O:18][C:17]([C:14]4[CH:13]=[CH:12][C:11]([F:10])=[CH:16][CH:15]=4)=[C:21]([C:22]([NH:23][CH3:24])=[O:25])[C:20]=3[CH:26]=2)[CH:44]=[CH:43][CH:42]=1)=[O:34])([CH3:40])[CH3:41]. The yield is 0.450. (3) The product is [CH3:30][C:29]1[CH:28]=[CH:27][N:26]=[CH:25][C:24]=1[N:3]1[C@H:4]2[CH2:22][CH2:21][CH2:20][CH2:19][C@@H:5]2[N:6]([C:7]2[CH:14]=[CH:13][C:10]([C:11]#[N:12])=[C:9]([C:15]([F:18])([F:16])[F:17])[CH:8]=2)[C:2]1=[O:1]. The yield is 0.0770. No catalyst specified. The reactants are [O:1]=[C:2]1[N:6]([C:7]2[CH:14]=[CH:13][C:10]([C:11]#[N:12])=[C:9]([C:15]([F:18])([F:17])[F:16])[CH:8]=2)[C@H:5]2[CH2:19][CH2:20][CH2:21][CH2:22][C@@H:4]2[NH:3]1.Br[C:24]1[CH:25]=[N:26][CH:27]=[CH:28][C:29]=1[CH3:30]. (4) The reactants are Cl[C:2]1[C:11]2[C:6](=[CH:7][C:8]([O:14][CH3:15])=[C:9]([O:12][CH3:13])[CH:10]=2)[N:5]=[CH:4][CH:3]=1.[F:16][C:17]1[CH:18]=[C:19]([C:24]2[C:25](=[O:38])[N:26]([CH2:30][C:31]3[CH:36]=[CH:35][C:34]([F:37])=[CH:33][CH:32]=3)[CH:27]=[N:28][CH:29]=2)[CH:20]=[CH:21][C:22]=1[OH:23]. No catalyst specified. The product is [CH3:13][O:12][C:9]1[CH:10]=[C:11]2[C:6](=[CH:7][C:8]=1[O:14][CH3:15])[N:5]=[CH:4][CH:3]=[C:2]2[O:23][C:22]1[CH:21]=[CH:20][C:19]([C:24]2[C:25](=[O:38])[N:26]([CH2:30][C:31]3[CH:36]=[CH:35][C:34]([F:37])=[CH:33][CH:32]=3)[CH:27]=[N:28][CH:29]=2)=[CH:18][C:17]=1[F:16]. The yield is 0.240. (5) The reactants are Br[C:2]1[N:6]2[N:7]=[C:8]([NH:11][CH2:12][CH2:13][CH2:14][CH3:15])[CH:9]=[CH:10][C:5]2=[N:4][CH:3]=1.[NH:16]1[CH:20]=[C:19](B(O)O)[CH:18]=[N:17]1.[C:24](=[O:27])([O-])[O-:25].[K+].[K+]. The catalyst is CC#N.O.Cl[Pd](Cl)([P](C1C=CC=CC=1)(C1C=CC=CC=1)C1C=CC=CC=1)[P](C1C=CC=CC=1)(C1C=CC=CC=1)C1C=CC=CC=1. The product is [C:24]([OH:25])(=[O:27])[CH3:2].[CH2:12]([NH:11][C:8]1[CH:9]=[CH:10][C:5]2[N:6]([C:2]([C:20]3[CH:19]=[CH:18][NH:17][N:16]=3)=[CH:3][N:4]=2)[N:7]=1)[CH2:13][CH2:14][CH3:15]. The yield is 0.0200. (6) The reactants are [CH3:1][C:2]1[NH:3][C:4](=[O:17])[C:5]2[C:10]([CH3:11])=[C:9]([C:12]([O:14][CH2:15][CH3:16])=[O:13])[S:8][C:6]=2[N:7]=1.C(=O)([O-])[O-].[K+].[K+].[CH2:24](Cl)[C:25]1[CH:30]=[CH:29][CH:28]=[CH:27][CH:26]=1. The catalyst is C(#N)C. The product is [CH2:24]([N:3]1[C:4](=[O:17])[C:5]2[C:10]([CH3:11])=[C:9]([C:12]([O:14][CH2:15][CH3:16])=[O:13])[S:8][C:6]=2[N:7]=[C:2]1[CH3:1])[C:25]1[CH:30]=[CH:29][CH:28]=[CH:27][CH:26]=1. The yield is 0.450.